This data is from Forward reaction prediction with 1.9M reactions from USPTO patents (1976-2016). The task is: Predict the product of the given reaction. (1) Given the reactants COC1C=CC(C2(C3C=CC(OC)=CC=3)OC3C4C=C(C)C=CC=4C4C5C(=CC(C)=CC=5)C(C)(OCCOCCOCCO)C=4C=3C=C2)=CC=1.[C:51]1(=O)[O:56][CH2:55][CH2:54]C[O:52]1.CC(C)[O-].[Al+3].CC(C)[O-].CC(C)[O-].[N:71](CC[O:76][C:77](=[O:81])[C:78]([CH3:80])=[CH2:79])=C=O, predict the reaction product. The product is: [C:77]([OH:81])(=[O:76])[C:78]([CH3:80])=[CH2:79].[NH2:71][C:51]([O:56][CH2:55][CH3:54])=[O:52]. (2) Given the reactants C([O:5][C:6](=[O:33])[C:7]([S:10][C:11]1[S:12][CH:13]=[C:14]([CH2:16][CH2:17][O:18][C:19]2[CH:24]=[CH:23][C:22]([C:25]3[CH:30]=[CH:29][C:28]([F:31])=[CH:27][CH:26]=3)=[CH:21][C:20]=2[NH2:32])[N:15]=1)([CH3:9])[CH3:8])(C)(C)C.FC(F)(F)C(O)=O, predict the reaction product. The product is: [NH2:32][C:20]1[CH:21]=[C:22]([C:25]2[CH:26]=[CH:27][C:28]([F:31])=[CH:29][CH:30]=2)[CH:23]=[CH:24][C:19]=1[O:18][CH2:17][CH2:16][C:14]1[N:15]=[C:11]([S:10][C:7]([CH3:8])([CH3:9])[C:6]([OH:33])=[O:5])[S:12][CH:13]=1. (3) The product is: [C:59]([C:48]1[C:47]([NH:46][C:8]([C:5]2([CH3:11])[CH2:4][O:3][C:2]([CH3:1])([CH3:12])[O:7][CH2:6]2)=[O:10])=[CH:52][CH:51]=[CH:50][C:49]=1[C:53]1[CH:58]=[CH:57][CH:56]=[CH:55][CH:54]=1)(=[O:60])[NH2:61]. Given the reactants [CH3:1][C:2]1([CH3:12])[O:7][CH2:6][C:5]([CH3:11])([C:8]([OH:10])=O)[CH2:4][O:3]1.CN(C(ON1N=NC2C=CC=NC1=2)=[N+](C)C)C.F[P-](F)(F)(F)(F)F.CCN(C(C)C)C(C)C.[NH2:46][C:47]1[CH:52]=[CH:51][CH:50]=[C:49]([C:53]2[CH:58]=[CH:57][CH:56]=[CH:55][CH:54]=2)[C:48]=1[C:59]([NH2:61])=[O:60], predict the reaction product. (4) Given the reactants Cl.Cl.[CH3:3][C:4]1[N:8]([CH:9]2[CH2:15][C@H:14]3[N:16]([CH2:17][CH2:18][C:19]4([C:25]5[CH:26]=[C:27]([CH2:31][OH:32])[CH:28]=[CH:29][CH:30]=5)[CH2:24][CH2:23][NH:22][CH2:21][CH2:20]4)[C@H:11]([CH2:12][CH2:13]3)[CH2:10]2)[C:7]2[CH:33]=[CH:34][CH:35]=[CH:36][C:6]=2[N:5]=1.CC(C)C[C:40](Cl)=[O:41].CCN([CH:50]([CH3:52])[CH3:51])C(C)C.[CH2:53](Cl)Cl, predict the reaction product. The product is: [CH3:51][C:50]([CH3:52])([CH3:53])[C:40]([N:22]1[CH2:23][CH2:24][C:19]([C:25]2[CH:26]=[C:27]([CH2:31][OH:32])[CH:28]=[CH:29][CH:30]=2)([CH2:18][CH2:17][N:16]2[C@H:11]3[CH2:12][CH2:13][C@@H:14]2[CH2:15][CH:9]([N:8]2[C:7]4[CH:33]=[CH:34][CH:35]=[CH:36][C:6]=4[N:5]=[C:4]2[CH3:3])[CH2:10]3)[CH2:20][CH2:21]1)=[O:41]. (5) Given the reactants [CH2:1]([N:8]1[CH2:16][C:15]2[C:10](=[CH:11][CH:12]=[C:13](Br)[CH:14]=2)[CH2:9]1)[C:2]1[CH:7]=[CH:6][CH:5]=[CH:4][CH:3]=1.C([Sn](CCCC)(CCCC)[C:23]1[O:24][CH2:25][CH2:26][CH2:27][CH:28]=1)CCC, predict the reaction product. The product is: [CH2:1]([N:8]1[CH2:16][C:15]2[C:10](=[CH:11][CH:12]=[C:13]([C:23]3[O:24][CH2:25][CH2:26][CH2:27][CH:28]=3)[CH:14]=2)[CH2:9]1)[C:2]1[CH:7]=[CH:6][CH:5]=[CH:4][CH:3]=1.